From a dataset of Peptide-MHC class II binding affinity with 134,281 pairs from IEDB. Regression. Given a peptide amino acid sequence and an MHC pseudo amino acid sequence, predict their binding affinity value. This is MHC class II binding data. (1) The peptide sequence is LKGTSYKICTDKMFF. The MHC is DRB3_0202 with pseudo-sequence DRB3_0202. The binding affinity (normalized) is 0. (2) The peptide sequence is KEYTFPITLSSTSNP. The MHC is DRB1_0101 with pseudo-sequence DRB1_0101. The binding affinity (normalized) is 0.255. (3) The peptide sequence is EKKSFAATQFEPLAA. The MHC is HLA-DPA10201-DPB10501 with pseudo-sequence HLA-DPA10201-DPB10501. The binding affinity (normalized) is 0.685. (4) The binding affinity (normalized) is 0. The peptide sequence is GEALSTLVVNKIRGT. The MHC is DRB1_0405 with pseudo-sequence DRB1_0405. (5) The binding affinity (normalized) is 0.0921. The MHC is HLA-DPA10103-DPB10301 with pseudo-sequence HLA-DPA10103-DPB10301. The peptide sequence is ELQVIEKVDAAFKVA. (6) The peptide sequence is HGVAKNPVVDGNPTV. The binding affinity (normalized) is 0.371. The MHC is DRB4_0103 with pseudo-sequence DRB4_0103.